Dataset: Forward reaction prediction with 1.9M reactions from USPTO patents (1976-2016). Task: Predict the product of the given reaction. (1) Given the reactants [F:1][C:2]([F:17])([F:16])[C:3]1[CH:8]=[CH:7][C:6]([C:9]2[O:10][CH:11]=[C:12]([CH2:14]Cl)[N:13]=2)=[CH:5][CH:4]=1.[NH2:18][C:19]1[CH:28]=[CH:27][C:26]2[C:25]([OH:29])=[CH:24][CH:23]=[CH:22][C:21]=2[CH:20]=1.[S:30](O[S:30]([C:33]([F:36])([F:35])[F:34])(=[O:32])=[O:31])([C:33]([F:36])([F:35])[F:34])(=[O:32])=[O:31], predict the reaction product. The product is: [F:1][C:2]([F:17])([F:16])[C:3]1[CH:8]=[CH:7][C:6]([C:9]2[O:10][CH:11]=[C:12]([CH2:14][O:29][C:25]3[CH:24]=[CH:23][CH:22]=[C:21]4[C:26]=3[CH:27]=[CH:28][C:19]([NH:18][S:30]([C:33]([F:36])([F:35])[F:34])(=[O:32])=[O:31])=[CH:20]4)[N:13]=2)=[CH:5][CH:4]=1. (2) Given the reactants [C:1]1([C:7]2([C:10]([OH:12])=[O:11])[CH2:9][CH2:8]2)[CH:6]=[CH:5][CH:4]=[CH:3][CH:2]=1.[CH3:13]C1C=CC(S(O)(=O)=O)=CC=1.CCOC(C)=O, predict the reaction product. The product is: [C:1]1([C:7]2([C:10]([O:12][CH3:13])=[O:11])[CH2:9][CH2:8]2)[CH:6]=[CH:5][CH:4]=[CH:3][CH:2]=1.